From a dataset of Reaction yield outcomes from USPTO patents with 853,638 reactions. Predict the reaction yield, written as a fraction of the theoretical maximum amount of product (1.0 means a 100% yield; for example, 0.34 means a 34% yield). (1) The reactants are [Br:1][C:2]1[CH:3]=[C:4]([CH:21]=[CH:22][CH:23]=1)[CH2:5][N:6]1[C:14]2[C:13](=[O:15])[N:12]([CH3:16])[C:11](=[O:17])[N:10]([CH3:18])[C:9]=2[N:8]=[C:7]1[CH2:19][OH:20].[H-].[Na+].Br[CH2:27][CH2:28][CH2:29][CH3:30]. The catalyst is CN(C=O)C. The product is [Br:1][C:2]1[CH:3]=[C:4]([CH:21]=[CH:22][CH:23]=1)[CH2:5][N:6]1[C:14]2[C:13](=[O:15])[N:12]([CH3:16])[C:11](=[O:17])[N:10]([CH3:18])[C:9]=2[N:8]=[C:7]1[CH2:19][O:20][CH2:27][CH2:28][CH2:29][CH3:30]. The yield is 0.251. (2) The reactants are Br[C:2]1[CH:7]=[CH:6][C:5]([C:8]2[N:9]([CH2:14][C@@H:15]3[CH2:19][CH2:18][N:17]([C:20]([CH:22]4[CH2:24][CH2:23]4)=[O:21])[CH2:16]3)[C:10](=[O:13])[NH:11][N:12]=2)=[CH:4][CH:3]=1.[Cl:25][C:26]1[CH:31]=[C:30]([F:32])[C:29](B(O)O)=[C:28]([F:36])[CH:27]=1.[F-].[Cs+]. The catalyst is CC(C)([P](C(C)(C)C)([Pd][P](C(C)(C)C)(C(C)(C)C)C(C)(C)C)C(C)(C)C)C.[Ag]=O. The product is [Cl:25][C:26]1[CH:31]=[C:30]([F:32])[C:29]([C:2]2[CH:7]=[CH:6][C:5]([C:8]3[N:9]([CH2:14][C@@H:15]4[CH2:19][CH2:18][N:17]([C:20]([CH:22]5[CH2:24][CH2:23]5)=[O:21])[CH2:16]4)[C:10](=[O:13])[NH:11][N:12]=3)=[CH:4][CH:3]=2)=[C:28]([F:36])[CH:27]=1. The yield is 0.210. (3) The reactants are [NH:1]1[C:9]2[C:4](=[CH:5][CH:6]=[C:7]([C:10]#[N:11])[CH:8]=2)[CH:3]=[N:2]1.CN(C)C=O.[I:17]I.[OH-].[K+]. No catalyst specified. The product is [I:17][C:3]1[C:4]2[C:9](=[CH:8][C:7]([C:10]#[N:11])=[CH:6][CH:5]=2)[NH:1][N:2]=1. The yield is 0.590. (4) The reactants are [OH:1][CH2:2][CH:3]1[CH2:8][CH2:7][CH2:6][CH2:5][CH:4]1[CH2:9][OH:10]. The catalyst is [Pt].CC(C)=O. The product is [C@H:3]12[CH2:2][O:1][C:9](=[O:10])[C@H:4]1[CH2:5][CH2:6][CH2:7][CH2:8]2. The yield is 0.920. (5) The yield is 0.747. The product is [C:13]([N:20]1[CH:21]=[CH:22][N:23]=[CH:24]1)(=[O:37])[C:10]1[CH:9]=[CH:8][CH:7]=[CH:12][CH:11]=1. The reactants are C1C=CC([C:7]2[CH:8]=[CH:9][C:10]([CH:13]([N:20]3[CH:24]=[N:23][CH:22]=[CH:21]3)C3C=CC=CC=3)=[CH:11][CH:12]=2)=CC=1.N1C=CN=C1.C1(C(Cl)=[O:37])C=CC=CC=1. No catalyst specified. (6) The catalyst is C(OCC)(=O)C. The yield is 0.410. The reactants are [NH:1]1[CH2:5][CH2:4][CH2:3][CH2:2]1.[O:6]1[C:10]2([CH2:15][CH2:14][CH2:13][CH2:12][CH:11]2[C:16](Cl)=[O:17])[O:9][CH2:8][CH2:7]1.C1(C)C=CC=CC=1. The product is [O:6]1[C:10]2([CH2:15][CH2:14][CH2:13][CH2:12][CH:11]2[C:16]([N:1]2[CH2:5][CH2:4][CH2:3][CH2:2]2)=[O:17])[O:9][CH2:8][CH2:7]1. (7) The reactants are [N+:1]([C:4]1[CH:5]=[C:6]([C:17]2[CH:22]=[C:21]([C:23]3[CH:28]=[CH:27][CH:26]=[CH:25][CH:24]=3)[C:20]([OH:29])=[C:19]([N+:30]([O-])=O)[CH:18]=2)[CH:7]=[C:8]([C:11]2[CH:16]=[CH:15][CH:14]=[CH:13][CH:12]=2)[C:9]=1[OH:10])([O-])=O.CO.[H][H]. The catalyst is [Pd].[C].CN1CCCC1=O. The product is [NH2:1][C:4]1[CH:5]=[C:6]([C:17]2[CH:22]=[C:21]([C:23]3[CH:24]=[CH:25][CH:26]=[CH:27][CH:28]=3)[C:20]([OH:29])=[C:19]([NH2:30])[CH:18]=2)[CH:7]=[C:8]([C:11]2[CH:16]=[CH:15][CH:14]=[CH:13][CH:12]=2)[C:9]=1[OH:10]. The yield is 0.950.